From a dataset of Catalyst prediction with 721,799 reactions and 888 catalyst types from USPTO. Predict which catalyst facilitates the given reaction. (1) Reactant: [NH2:1][C@H:2]1[CH2:7][C:6]2[C:8]([N:12]3[CH2:17][CH2:16][N:15]([CH3:18])[CH2:14][CH2:13]3)=[CH:9][CH:10]=[CH:11][C:5]=2[O:4][CH2:3]1.C(N(CC)CC)C.[N:26]1([C:32]2[CH:37]=[CH:36][C:35]([S:38](Cl)(=[O:40])=[O:39])=[CH:34][CH:33]=2)[CH2:31][CH2:30][O:29][CH2:28][CH2:27]1. Product: [CH3:18][N:15]1[CH2:14][CH2:13][N:12]([C:8]2[C:6]3[CH2:7][C@H:2]([NH:1][S:38]([C:35]4[CH:34]=[CH:33][C:32]([N:26]5[CH2:31][CH2:30][O:29][CH2:28][CH2:27]5)=[CH:37][CH:36]=4)(=[O:39])=[O:40])[CH2:3][O:4][C:5]=3[CH:11]=[CH:10][CH:9]=2)[CH2:17][CH2:16]1. The catalyst class is: 2. (2) Reactant: [NH2:1][C:2]1[CH:10]=[CH:9][C:5]([C:6]([OH:8])=[O:7])=[CH:4][CH:3]=1.O.[OH-].[Na+].[C:14](O[C:14]([O:16][C:17]([CH3:20])([CH3:19])[CH3:18])=[O:15])([O:16][C:17]([CH3:20])([CH3:19])[CH3:18])=[O:15]. Product: [C:17]([O:16][C:14]([NH:1][C:2]1[CH:10]=[CH:9][C:5]([C:6]([OH:8])=[O:7])=[CH:4][CH:3]=1)=[O:15])([CH3:20])([CH3:19])[CH3:18]. The catalyst class is: 12. (3) Reactant: [NH:1]1[CH2:6][CH2:5][CH:4]([S:7][C:8]2[N:13]=[C:12]([NH:14][C:15]3[S:16][C:17]([C:20]#[N:21])=[CH:18][N:19]=3)[CH:11]=[C:10]([N:22]3[CH2:27][CH2:26][N:25]([CH3:28])[CH2:24][CH2:23]3)[N:9]=2)[CH2:3][CH2:2]1.C(N(CC)CC)C.[C:36](Cl)(=[O:39])[CH2:37][CH3:38]. The catalyst class is: 1. Product: [C:36]([N:1]1[CH2:6][CH2:5][CH:4]([S:7][C:8]2[N:13]=[C:12]([NH:14][C:15]3[S:16][C:17]([C:20]#[N:21])=[CH:18][N:19]=3)[CH:11]=[C:10]([N:22]3[CH2:23][CH2:24][N:25]([CH3:28])[CH2:26][CH2:27]3)[N:9]=2)[CH2:3][CH2:2]1)(=[O:39])[CH2:37][CH3:38]. (4) Reactant: C1(P(C2C=CC=CC=2)C2C=CC=CC=2)C=CC=CC=1.[C:20]([O:24][C:25]([N:27]1[CH:30](O)[CH2:29][CH2:28]1)=[O:26])([CH3:23])([CH3:22])[CH3:21].[Cl:32][C:33]1[CH:34]=[C:35]([NH:47][C:48]2[C:57]3[C:52](=[CH:53][CH:54]=[C:55]([OH:58])[CH:56]=3)[N:51]=[CH:50][N:49]=2)[CH:36]=[CH:37][C:38]=1[O:39][CH2:40][C:41]1[CH:46]=[CH:45][CH:44]=[CH:43][N:42]=1. Product: [Cl:32][C:33]1[CH:34]=[C:35]([NH:47][C:48]2[C:57]3[C:52](=[CH:53][CH:54]=[C:55]([O:58][CH:29]4[CH2:28][N:27]([C:25]([O:24][C:20]([CH3:21])([CH3:22])[CH3:23])=[O:26])[CH2:30]4)[CH:56]=3)[N:51]=[CH:50][N:49]=2)[CH:36]=[CH:37][C:38]=1[O:39][CH2:40][C:41]1[CH:46]=[CH:45][CH:44]=[CH:43][N:42]=1. The catalyst class is: 1. (5) Reactant: Cl[C:2]1[N:7]=[N:6][C:5]([C:8]([NH2:10])=[O:9])=[C:4]([NH:11][C:12]2[CH:17]=[CH:16][CH:15]=[C:14]([C:18]([OH:21])([CH3:20])[CH3:19])[N:13]=2)[CH:3]=1.[NH2:22][C@@H:23]1[CH2:28][CH2:27][CH2:26][CH2:25][C@@H:24]1[NH:29][C:30](=[O:36])[O:31][C:32]([CH3:35])([CH3:34])[CH3:33]. Product: [C:8]([C:5]1[N:6]=[N:7][C:2]([NH:22][C@@H:23]2[CH2:28][CH2:27][CH2:26][CH2:25][C@@H:24]2[NH:29][C:30](=[O:36])[O:31][C:32]([CH3:34])([CH3:33])[CH3:35])=[CH:3][C:4]=1[NH:11][C:12]1[CH:17]=[CH:16][CH:15]=[C:14]([C:18]([OH:21])([CH3:20])[CH3:19])[N:13]=1)(=[O:9])[NH2:10]. The catalyst class is: 37. (6) Reactant: [CH3:1][C:2]1[CH:3]=[C:4]([CH:8]=[CH:9][CH:10]=1)[CH:5]=[N:6]O.[ClH:11]. Product: [ClH:11].[CH3:1][C:2]1[CH:3]=[C:4]([CH:8]=[CH:9][CH:10]=1)[CH2:5][NH2:6]. The catalyst class is: 50.